Task: Regression. Given two drug SMILES strings and cell line genomic features, predict the synergy score measuring deviation from expected non-interaction effect.. Dataset: NCI-60 drug combinations with 297,098 pairs across 59 cell lines (1) Drug 1: CS(=O)(=O)C1=CC(=C(C=C1)C(=O)NC2=CC(=C(C=C2)Cl)C3=CC=CC=N3)Cl. Drug 2: C1=CC(=CC=C1CCCC(=O)O)N(CCCl)CCCl. Cell line: SN12C. Synergy scores: CSS=24.0, Synergy_ZIP=2.79, Synergy_Bliss=6.76, Synergy_Loewe=0.685, Synergy_HSA=6.61. (2) Drug 1: C1CC(=O)NC(=O)C1N2CC3=C(C2=O)C=CC=C3N. Drug 2: CN(C(=O)NC(C=O)C(C(C(CO)O)O)O)N=O. Cell line: SK-OV-3. Synergy scores: CSS=5.04, Synergy_ZIP=-2.10, Synergy_Bliss=0.380, Synergy_Loewe=0.434, Synergy_HSA=1.58. (3) Cell line: CCRF-CEM. Drug 1: CC1=C2C(C(=O)C3(C(CC4C(C3C(C(C2(C)C)(CC1OC(=O)C(C(C5=CC=CC=C5)NC(=O)OC(C)(C)C)O)O)OC(=O)C6=CC=CC=C6)(CO4)OC(=O)C)OC)C)OC. Synergy scores: CSS=71.6, Synergy_ZIP=-1.55, Synergy_Bliss=-1.81, Synergy_Loewe=-2.23, Synergy_HSA=1.82. Drug 2: COC1=NC(=NC2=C1N=CN2C3C(C(C(O3)CO)O)O)N. (4) Drug 1: CC1=C2C(C(=O)C3(C(CC4C(C3C(C(C2(C)C)(CC1OC(=O)C(C(C5=CC=CC=C5)NC(=O)OC(C)(C)C)O)O)OC(=O)C6=CC=CC=C6)(CO4)OC(=O)C)OC)C)OC. Drug 2: C1C(C(OC1N2C=NC(=NC2=O)N)CO)O. Cell line: NCI-H226. Synergy scores: CSS=25.5, Synergy_ZIP=0.194, Synergy_Bliss=-1.28, Synergy_Loewe=-18.1, Synergy_HSA=-3.52. (5) Cell line: NCI/ADR-RES. Synergy scores: CSS=0.633, Synergy_ZIP=-5.52, Synergy_Bliss=-8.90, Synergy_Loewe=-9.83, Synergy_HSA=-9.19. Drug 2: C1CC(C1)(C(=O)O)C(=O)O.[NH2-].[NH2-].[Pt+2]. Drug 1: C1=CC(=CC=C1CC(C(=O)O)N)N(CCCl)CCCl.Cl. (6) Drug 1: C1=CC(=CC=C1CCC2=CNC3=C2C(=O)NC(=N3)N)C(=O)NC(CCC(=O)O)C(=O)O. Drug 2: C1CN(CCN1C(=O)CCBr)C(=O)CCBr. Cell line: HL-60(TB). Synergy scores: CSS=74.4, Synergy_ZIP=1.23, Synergy_Bliss=1.40, Synergy_Loewe=-2.09, Synergy_HSA=2.98.